Dataset: Peptide-MHC class I binding affinity with 185,985 pairs from IEDB/IMGT. Task: Regression. Given a peptide amino acid sequence and an MHC pseudo amino acid sequence, predict their binding affinity value. This is MHC class I binding data. (1) The peptide sequence is YLHYYRIIR. The MHC is HLA-A03:01 with pseudo-sequence HLA-A03:01. The binding affinity (normalized) is 0.0847. (2) The peptide sequence is YEVPAALIL. The binding affinity (normalized) is 0.0847. The MHC is HLA-A02:01 with pseudo-sequence HLA-A02:01. (3) The peptide sequence is LSFSNTIQSY. The MHC is HLA-A11:01 with pseudo-sequence HLA-A11:01. The binding affinity (normalized) is 0.333. (4) The peptide sequence is NELGYSGYF. The MHC is HLA-A02:06 with pseudo-sequence HLA-A02:06. The binding affinity (normalized) is 0.0847. (5) The peptide sequence is AVKFAEESY. The MHC is HLA-A68:01 with pseudo-sequence HLA-A68:01. The binding affinity (normalized) is 0.157. (6) The peptide sequence is KTKDYVNGL. The MHC is Mamu-B01 with pseudo-sequence Mamu-B01. The binding affinity (normalized) is 0. (7) The peptide sequence is LVSSGNTLY. The MHC is HLA-A23:01 with pseudo-sequence HLA-A23:01. The binding affinity (normalized) is 0.0847.